Task: Regression/Classification. Given a drug SMILES string, predict its absorption, distribution, metabolism, or excretion properties. Task type varies by dataset: regression for continuous measurements (e.g., permeability, clearance, half-life) or binary classification for categorical outcomes (e.g., BBB penetration, CYP inhibition). Dataset: hlm.. Dataset: Human liver microsome stability data (1) The molecule is COc1cc(-c2cn[nH]c2)cc2c(O)nc(C(N)c3cccc(Cl)c3)nc12. The result is 0 (unstable in human liver microsomes). (2) The molecule is CS(=O)(=O)c1ccc(-c2ccc([C@H](Cn3ccnc3)NC(=O)c3ccc(-c4nnc(-c5ccccc5)o4)cc3)c(Cl)c2)cc1. The result is 0 (unstable in human liver microsomes). (3) The molecule is COc1cc(CSc2nc3cc(OC)ccc3[nH]2)cc(OC)c1. The result is 1 (stable in human liver microsomes). (4) The molecule is O=C(O)[C@H]1CC[C@H](C(=O)N2CC[C@@]3(S(=O)(=O)c4cccc(F)c4)c4ccc(C(F)(C(F)(F)F)C(F)(F)F)cc4CC[C@@H]23)CC1. The result is 0 (unstable in human liver microsomes).